Dataset: Forward reaction prediction with 1.9M reactions from USPTO patents (1976-2016). Task: Predict the product of the given reaction. Given the reactants [CH2:1]([O:8][C:9](=[O:16])[C:10]([NH:12][C:13](=[O:15])[CH3:14])=[CH2:11])C1C=CC=CC=1.Br[C:18]1[CH:24]=[CH:23][C:21]([NH2:22])=[C:20]([CH:25]([CH3:27])[CH3:26])[CH:19]=1.BrC1C=CC(N)=C(CC)C=1, predict the reaction product. The product is: [C:13]([NH:12]/[C:10](=[CH:11]\[C:18]1[CH:24]=[CH:23][C:21]([NH2:22])=[C:20]([CH:25]([CH3:27])[CH3:26])[CH:19]=1)/[C:9]([O:8][CH3:1])=[O:16])(=[O:15])[CH3:14].